Dataset: Full USPTO retrosynthesis dataset with 1.9M reactions from patents (1976-2016). Task: Predict the reactants needed to synthesize the given product. (1) Given the product [Cl:1][C:2]1[C:7]([CH2:8][CH2:9][C:10]([O:12][CH3:13])=[O:11])=[C:6]([C:17]2[CH:22]=[CH:21][CH:20]=[CH:19][C:18]=2[Cl:23])[CH:5]=[C:4]([Cl:24])[N:3]=1, predict the reactants needed to synthesize it. The reactants are: [Cl:1][C:2]1[C:7]([CH2:8][CH2:9][C:10]([O:12][C:13](C)(C)C)=[O:11])=[C:6]([C:17]2[CH:22]=[CH:21][CH:20]=[CH:19][C:18]=2[Cl:23])[CH:5]=[C:4]([Cl:24])[N:3]=1.FC(F)(F)C(O)=O. (2) Given the product [Cl:28][C:22]1[CH:23]=[C:24]([Cl:27])[CH:25]=[CH:26][C:21]=1[C:16]1[N:17]=[C:18]([CH2:19][CH3:20])[C:13]([NH:12][C@H:6]2[C@@H:7]([O:9][CH2:10][CH3:11])[CH2:8][N:4]([C:1]([O:33][CH3:32])=[O:3])[CH2:5]2)=[N:14][C:15]=1[CH2:29][CH3:30], predict the reactants needed to synthesize it. The reactants are: [C:1]([N:4]1[CH2:8][C@H:7]([O:9][CH2:10][CH3:11])[C@H:6]([NH:12][C:13]2[C:18]([CH2:19][CH3:20])=[N:17][C:16]([C:21]3[CH:26]=[CH:25][C:24]([Cl:27])=[CH:23][C:22]=3[Cl:28])=[C:15]([CH2:29][CH3:30])[N:14]=2)[CH2:5]1)(=[O:3])C.Cl[C:32](OC)=[O:33].